From a dataset of Peptide-MHC class I binding affinity with 185,985 pairs from IEDB/IMGT. Regression. Given a peptide amino acid sequence and an MHC pseudo amino acid sequence, predict their binding affinity value. This is MHC class I binding data. (1) The peptide sequence is EELSLMYETL. The MHC is HLA-B44:02 with pseudo-sequence HLA-B44:02. The binding affinity (normalized) is 0.321. (2) The peptide sequence is VPLRPMTY. The MHC is HLA-A11:01 with pseudo-sequence HLA-A11:01. The binding affinity (normalized) is 0. (3) The peptide sequence is FLWEWASAR. The MHC is HLA-A03:01 with pseudo-sequence HLA-A03:01. The binding affinity (normalized) is 0.159. (4) The peptide sequence is KIGEVIGPK. The MHC is HLA-B40:01 with pseudo-sequence HLA-B40:01. The binding affinity (normalized) is 0.0847. (5) The MHC is HLA-B40:01 with pseudo-sequence HLA-B40:01. The peptide sequence is SEVTTCFFL. The binding affinity (normalized) is 0.764. (6) The peptide sequence is VQLDWQGDY. The MHC is HLA-A11:01 with pseudo-sequence HLA-A11:01. The binding affinity (normalized) is 0.0847. (7) The peptide sequence is RKIYDLIEL. The MHC is HLA-B18:01 with pseudo-sequence HLA-B18:01. The binding affinity (normalized) is 0.